Dataset: TCR-epitope binding with 47,182 pairs between 192 epitopes and 23,139 TCRs. Task: Binary Classification. Given a T-cell receptor sequence (or CDR3 region) and an epitope sequence, predict whether binding occurs between them. (1) The epitope is RQLLFVVEV. The TCR CDR3 sequence is CASSFMNTEAFF. Result: 0 (the TCR does not bind to the epitope). (2) The epitope is KPLEFGATSAAL. The TCR CDR3 sequence is CASSDSTGGNEQFF. Result: 1 (the TCR binds to the epitope). (3) The epitope is GTSGSPIVNR. The TCR CDR3 sequence is CASSLGGGSGRVMGYEQFF. Result: 1 (the TCR binds to the epitope). (4) The epitope is KPLEFGATSAAL. The TCR CDR3 sequence is CASSYSRSPIWYF. Result: 1 (the TCR binds to the epitope). (5) The epitope is SLYNTVATL. The TCR CDR3 sequence is CASGDRGAIETQYF. Result: 0 (the TCR does not bind to the epitope). (6) The epitope is RQLLFVVEV. The TCR CDR3 sequence is CASSLTGGSETQYF. Result: 0 (the TCR does not bind to the epitope). (7) The epitope is FLKEKGGL. The TCR CDR3 sequence is CASSLGQGRSLGHEQYF. Result: 1 (the TCR binds to the epitope).